The task is: Predict the reaction yield, written as a fraction of the theoretical maximum amount of product (1.0 means a 100% yield; for example, 0.34 means a 34% yield).. This data is from Reaction yield outcomes from USPTO patents with 853,638 reactions. (1) The reactants are ClCCl.[Cl:4][C:5]1[N:6]=[C:7]([C:12]([NH:14][C@H:15]2[CH2:20][CH2:19][N:18]([C:21]3[S:22][C:23]([C:27]4[N:31](CCC#N)[N:30]=[N:29][N:28]=4)=[C:24]([CH3:26])[N:25]=3)[CH2:17][C@H:16]2[O:36][CH3:37])=[O:13])[NH:8][C:9]=1[CH2:10][CH3:11].C1(C2CCCCCCCCCC=2)CCCCCCCCNN=1.Cl. The catalyst is C(OCC)(=O)C.O. The product is [Cl:4][C:5]1[N:6]=[C:7]([C:12]([NH:14][C@H:15]2[CH2:20][CH2:19][N:18]([C:21]3[S:22][C:23]([C:27]4[NH:28][N:29]=[N:30][N:31]=4)=[C:24]([CH3:26])[N:25]=3)[CH2:17][C@H:16]2[O:36][CH3:37])=[O:13])[NH:8][C:9]=1[CH2:10][CH3:11]. The yield is 0.470. (2) The reactants are [NH2:1][C:2]1[O:6][N:5]=[C:4]([CH2:7][CH3:8])[C:3]=1[Br:9].[C:10]1([S:16](Cl)(=[O:18])=[O:17])[CH:15]=[CH:14][CH:13]=[CH:12][CH:11]=1. No catalyst specified. The product is [Br:9][C:3]1[C:4]([CH2:7][CH3:8])=[N:5][O:6][C:2]=1[NH:1][S:16]([C:10]1[CH:15]=[CH:14][CH:13]=[CH:12][CH:11]=1)(=[O:18])=[O:17]. The yield is 0.700. (3) The reactants are [CH:1]1([N:7]([CH3:30])[C:8]2[N:13]=[C:12]([CH3:14])[C:11]([CH:15]([CH2:20][CH2:21][CH3:22])[C:16]([O:18]C)=[O:17])=[C:10]([C:23]3[CH:28]=[CH:27][C:26]([CH3:29])=[CH:25][CH:24]=3)[N:9]=2)[CH2:6][CH2:5][CH2:4][CH2:3][CH2:2]1.[OH-].[Na+]. The catalyst is CO. The product is [CH:1]1([N:7]([CH3:30])[C:8]2[N:13]=[C:12]([CH3:14])[C:11]([CH:15]([CH2:20][CH2:21][CH3:22])[C:16]([OH:18])=[O:17])=[C:10]([C:23]3[CH:28]=[CH:27][C:26]([CH3:29])=[CH:25][CH:24]=3)[N:9]=2)[CH2:6][CH2:5][CH2:4][CH2:3][CH2:2]1. The yield is 0.680. (4) The reactants are [F:1][C:2]1[C:10]2[O:9][C:8]([CH:11]3[CH2:16][CH2:15][N:14]([C:17]([O:19][C:20]([CH3:23])([CH3:22])[CH3:21])=[O:18])[CH2:13][CH2:12]3)=[CH:7][C:6]=2[CH:5]=[CH:4][CH:3]=1. The catalyst is CCO.[Pd]. The product is [F:1][C:2]1[C:10]2[O:9][CH:8]([CH:11]3[CH2:16][CH2:15][N:14]([C:17]([O:19][C:20]([CH3:23])([CH3:22])[CH3:21])=[O:18])[CH2:13][CH2:12]3)[CH2:7][C:6]=2[CH:5]=[CH:4][CH:3]=1. The yield is 0.870. (5) The reactants are FC(F)(F)S(O[C:7]1[CH2:11][N:10]([C:12]([O:14][C:15]([CH3:18])([CH3:17])[CH3:16])=[O:13])[C@H:9]([C:19]([O:21][CH3:22])=[O:20])[CH:8]=1)(=O)=O.[B:25]1([B:25]2[O:29][C:28]([CH3:31])([CH3:30])[C:27]([CH3:33])([CH3:32])[O:26]2)[O:29][C:28]([CH3:31])([CH3:30])[C:27]([CH3:33])([CH3:32])[O:26]1.CC([O-])=O.[K+]. The catalyst is O1CCOCC1.C1C=CC(P(C2C=CC=CC=2)[C-]2C=CC=C2)=CC=1.C1C=CC(P(C2C=CC=CC=2)[C-]2C=CC=C2)=CC=1.Cl[Pd]Cl.[Fe+2]. The product is [CH3:32][C:27]1([CH3:33])[C:28]([CH3:31])([CH3:30])[O:29][B:25]([C:7]2[CH2:11][N:10]([C:12]([O:14][C:15]([CH3:18])([CH3:17])[CH3:16])=[O:13])[C@H:9]([C:19]([O:21][CH3:22])=[O:20])[CH:8]=2)[O:26]1. The yield is 0.850. (6) The reactants are C(N(CC)CC)C.[CH:8]([C:10]1[C:18]2[C:13](=[CH:14][CH:15]=[CH:16][CH:17]=2)[N:12](C(OC(C)(C)C)=O)[CH:11]=1)=[O:9].[CH3:26][O:27][C:28]1[CH:29]=[C:30]([CH:39]=[CH:40][CH:41]=1)[N:31]=[CH:32][C:33]1[CH:34]=[N:35][CH:36]=[CH:37][CH:38]=1. The catalyst is [Cl-].C([N+]1C(C)=C(CCO)SC=1)C1C=CC=CC=1.C(O)C. The product is [NH:12]1[C:13]2[C:18](=[CH:17][CH:16]=[CH:15][CH:14]=2)[C:10]([C:8](=[O:9])[CH:32]([NH:31][C:30]2[CH:39]=[CH:40][CH:41]=[C:28]([O:27][CH3:26])[CH:29]=2)[C:33]2[CH:34]=[N:35][CH:36]=[CH:37][CH:38]=2)=[CH:11]1. The yield is 0.0800. (7) The reactants are [Cl:1][C:2]1[CH:3]=[CH:4][C:5]([N:33](C)[C:34](=O)C(F)(F)F)=[C:6]([CH:32]=1)[C:7]([N:9]([CH2:22][C:23]1[CH:28]=[CH:27][C:26]([CH:29]2[CH2:31][CH2:30]2)=[CH:25][CH:24]=1)[CH2:10][CH2:11][C:12]1[CH:17]=[CH:16][CH:15]=[C:14]([C:18]([F:21])([F:20])[F:19])[CH:13]=1)=[O:8].[OH-].[Na+]. The catalyst is CO. The product is [Cl:1][C:2]1[CH:3]=[CH:4][C:5]([NH:33][CH3:34])=[C:6]([CH:32]=1)[C:7]([N:9]([CH2:22][C:23]1[CH:24]=[CH:25][C:26]([CH:29]2[CH2:31][CH2:30]2)=[CH:27][CH:28]=1)[CH2:10][CH2:11][C:12]1[CH:17]=[CH:16][CH:15]=[C:14]([C:18]([F:20])([F:21])[F:19])[CH:13]=1)=[O:8]. The yield is 0.960.